From a dataset of Reaction yield outcomes from USPTO patents with 853,638 reactions. Predict the reaction yield, written as a fraction of the theoretical maximum amount of product (1.0 means a 100% yield; for example, 0.34 means a 34% yield). (1) The reactants are [F:1][C:2]1[CH:7]=[C:6]([F:8])[CH:5]=[CH:4][C:3]=1B(O)O.[NH2:12][C:13]1[N:14]=[C:15]([N:24]2[CH2:29][CH2:28][N:27]([C:30](=[O:40])[CH2:31][O:32][C:33]3[CH:38]=[CH:37][C:36]([Cl:39])=[CH:35][CH:34]=3)[CH2:26][CH2:25]2)[C:16]2[N:22]=[C:21](Cl)[CH:20]=[CH:19][C:17]=2[N:18]=1. No catalyst specified. The product is [NH2:12][C:13]1[N:14]=[C:15]([N:24]2[CH2:25][CH2:26][N:27]([C:30](=[O:40])[CH2:31][O:32][C:33]3[CH:38]=[CH:37][C:36]([Cl:39])=[CH:35][CH:34]=3)[CH2:28][CH2:29]2)[C:16]2[N:22]=[C:21]([C:3]3[CH:4]=[CH:5][C:6]([F:8])=[CH:7][C:2]=3[F:1])[CH:20]=[CH:19][C:17]=2[N:18]=1. The yield is 0.850. (2) The reactants are [O:1]=[C:2]1[C:11]2[C:6](=[CH:7][CH:8]=[CH:9][CH:10]=2)[NH:5][CH2:4][CH2:3]1.[CH2:12]([O:19][C:20](Cl)=[O:21])[C:13]1[CH:18]=[CH:17][CH:16]=[CH:15][CH:14]=1.O.C(=O)([O-])[O-].[K+].[K+]. The catalyst is O1CCCC1.C(OCC)(=O)C. The product is [CH2:12]([O:19][C:20]([N:5]1[C:6]2[C:11](=[CH:10][CH:9]=[CH:8][CH:7]=2)[C:2](=[O:1])[CH2:3][CH2:4]1)=[O:21])[C:13]1[CH:18]=[CH:17][CH:16]=[CH:15][CH:14]=1. The yield is 0.930. (3) The reactants are [CH3:1][O:2][C:3]1[C:12]2[C:7](=[CH:8][CH:9]=[CH:10][CH:11]=2)[CH:6]=[CH:5][C:4]=1[O:13][CH3:14].CN([CH:18]=[O:19])C.O=P(Cl)(Cl)Cl. The catalyst is C1C(Cl)=CC=C(Cl)C=1. The product is [CH3:14][O:13][C:4]1[CH:5]=[C:6]([CH:18]=[O:19])[C:7]2[C:12]([C:3]=1[O:2][CH3:1])=[CH:11][CH:10]=[CH:9][CH:8]=2. The yield is 0.680. (4) The reactants are C(OC([N:8]1[CH2:14][CH2:13][CH2:12][C@H:11]([N:15]([C:31](=[O:33])[CH3:32])[CH2:16][C:17]2[CH:22]=[C:21]([C:23]([F:26])([F:25])[F:24])[CH:20]=[C:19]([C:27]([F:30])([F:29])[F:28])[CH:18]=2)[C:10]2[CH:34]=[C:35]([CH3:42])[C:36]([C:38]([F:41])([F:40])[F:39])=[CH:37][C:9]1=2)=O)(C)(C)C.C(O)(C(F)(F)F)=O.C(Cl)Cl. No catalyst specified. The product is [F:30][C:27]([F:28])([F:29])[C:19]1[CH:18]=[C:17]([CH:22]=[C:21]([C:23]([F:25])([F:26])[F:24])[CH:20]=1)[CH2:16][N:15]([CH:11]1[CH2:12][CH2:13][CH2:14][NH:8][C:9]2[CH:37]=[C:36]([C:38]([F:39])([F:40])[F:41])[C:35]([CH3:42])=[CH:34][C:10]1=2)[C:31](=[O:33])[CH3:32]. The yield is 0.960. (5) The reactants are [CH2:1]([C:3]1[C:8]([O:9][C:10]2[CH:15]=[CH:14][N:13]=[C:12]([C:16]3[S:20][C:19]([CH3:21])=[N:18][CH:17]=3)[CH:11]=2)=[CH:7][CH:6]=[C:5]([N+:22]([O-])=O)[N:4]=1)[CH3:2]. The catalyst is CO.[Pd]. The product is [CH2:1]([C:3]1[N:4]=[C:5]([NH2:22])[CH:6]=[CH:7][C:8]=1[O:9][C:10]1[CH:15]=[CH:14][N:13]=[C:12]([C:16]2[S:20][C:19]([CH3:21])=[N:18][CH:17]=2)[CH:11]=1)[CH3:2]. The yield is 0.110. (6) The reactants are [CH3:1][C:2]1[C:10]([CH3:19])([CH2:11][CH2:12][CH2:13][CH2:14][S:15]([OH:18])(=[O:17])=[O:16])[C:9]2[C:4](=[CH:5][CH:6]=[C:7]([S:20]([OH:23])(=[O:22])=[O:21])[CH:8]=2)[N+:3]=1[CH2:24][CH2:25][CH2:26][CH2:27][S:28]([OH:31])(=[O:30])=[O:29].Cl.[C:33]1([NH:39][CH:40]=[CH:41][CH:42]=[CH:43][CH:44]=NC2C=CC=CC=2)[CH:38]=[CH:37][CH:36]=[CH:35][CH:34]=1. The catalyst is C(OC(=O)C)(=O)C.C(O)(=O)C. The product is [NH:39]([CH:40]=[CH:41][CH:42]=[CH:43][CH:44]=[CH:1][C:2]1[C:10]([CH3:19])([CH2:11][CH2:12][CH2:13][CH2:14][S:15]([OH:18])(=[O:16])=[O:17])[C:9]2[C:4](=[CH:5][CH:6]=[C:7]([S:20]([OH:23])(=[O:22])=[O:21])[CH:8]=2)[N+:3]=1[CH2:24][CH2:25][CH2:26][CH2:27][S:28]([O-:31])(=[O:29])=[O:30])[C:33]1[CH:38]=[CH:37][CH:36]=[CH:35][CH:34]=1. The yield is 0.560. (7) The reactants are [O:1]=[C:2]1[C:11]2[C:6](=[C:7]([C:12]([OH:14])=[O:13])[CH:8]=[CH:9][CH:10]=2)[N:5]=[CH:4][NH:3]1.[N+:15]([O-])([OH:17])=[O:16]. The catalyst is S(=O)(=O)(O)O. The product is [N+:15]([C:9]1[CH:10]=[C:11]2[C:6](=[C:7]([C:12]([OH:14])=[O:13])[CH:8]=1)[N:5]=[CH:4][NH:3][C:2]2=[O:1])([O-:17])=[O:16]. The yield is 0.840. (8) The reactants are [Si]([C:5]#[N:6])(C)(C)C.[Si:7]([O:14][C:15]1[CH:20]=[CH:19][CH:18]=[CH:17][C:16]=1[CH2:21][CH:22]=[O:23])([C:10]([CH3:13])([CH3:12])[CH3:11])([CH3:9])[CH3:8].[H-].[H-].[H-].[H-].[Li+].[Al+3].C1COCC1.[OH-].[Na+]. The catalyst is CCOCC.[Zn+2].[I-].[I-].O. The product is [NH2:6][CH2:5][CH:22]([OH:23])[CH2:21][C:16]1[CH:17]=[CH:18][CH:19]=[CH:20][C:15]=1[O:14][Si:7]([C:10]([CH3:13])([CH3:12])[CH3:11])([CH3:9])[CH3:8]. The yield is 0.576.